Dataset: Forward reaction prediction with 1.9M reactions from USPTO patents (1976-2016). Task: Predict the product of the given reaction. (1) Given the reactants [CH3:1][O:2][CH2:3][CH2:4][OH:5].[H-].[Na+].[CH3:8][O:9][C:10]1[C:15]2[N:16]=[C:17]([NH:19][C:20](=[O:30])[C:21]3[CH:26]=[CH:25][N:24]=[C:23]([CH2:27]NC)[CH:22]=3)[S:18][C:14]=2[C:13]([N:31]2[CH2:36][CH2:35][O:34][CH2:33][CH2:32]2)=[CH:12][CH:11]=1.ClCCl.CO, predict the reaction product. The product is: [CH3:1][O:2][CH2:3][CH2:4][O:5][CH2:27][C:23]1[CH:22]=[C:21]([CH:26]=[CH:25][N:24]=1)[C:20]([NH:19][C:17]1[S:18][C:14]2[C:13]([N:31]3[CH2:32][CH2:33][O:34][CH2:35][CH2:36]3)=[CH:12][CH:11]=[C:10]([O:9][CH3:8])[C:15]=2[N:16]=1)=[O:30]. (2) Given the reactants I[C:2]1[CH:7]=[CH:6][CH:5]=[CH:4][C:3]=1[NH:8][C:9](=[O:19])[O:10][CH2:11][CH2:12][CH:13]1[CH2:17][CH2:16][CH2:15][N:14]1[CH3:18].[C:20]([C:22]1[CH:27]=[CH:26][C:25](B(O)O)=[CH:24][CH:23]=1)#[N:21].C(=O)([O-])[O-].[K+].[K+], predict the reaction product. The product is: [C:20]([C:22]1[CH:27]=[CH:26][C:25]([C:2]2[CH:7]=[CH:6][CH:5]=[CH:4][C:3]=2[NH:8][C:9](=[O:19])[O:10][CH2:11][CH2:12][CH:13]2[CH2:17][CH2:16][CH2:15][N:14]2[CH3:18])=[CH:24][CH:23]=1)#[N:21]. (3) Given the reactants [Cl:1][C:2]1[N:3]=[N:4][CH:5]=[C:6](Cl)[N:7]=1.C(N(C(C)C)CC)(C)C.[C:18]([N:25]1[CH2:30][CH2:29][NH:28][CH2:27][CH2:26]1)([O:20][C:21]([CH3:24])([CH3:23])[CH3:22])=[O:19].C(OCC)(=O)C, predict the reaction product. The product is: [C:18]([N:25]1[CH2:26][CH2:27][N:28]([C:6]2[N:7]=[C:2]([Cl:1])[N:3]=[N:4][CH:5]=2)[CH2:29][CH2:30]1)([O:20][C:21]([CH3:24])([CH3:23])[CH3:22])=[O:19]. (4) Given the reactants Cl.[Cl:2][C:3]1[CH:10]=[C:9]([O:11][CH:12]2[CH2:17][CH2:16][NH:15][CH2:14][CH2:13]2)[CH:8]=[CH:7][C:4]=1[C:5]#[N:6].C(N(CC)CC)C.[CH3:25][C:26]([CH3:28])=O.C(O[BH-](OC(=O)C)OC(=O)C)(=O)C.[Na+], predict the reaction product. The product is: [Cl:2][C:3]1[CH:10]=[C:9]([O:11][CH:12]2[CH2:17][CH2:16][N:15]([CH:26]([CH3:28])[CH3:25])[CH2:14][CH2:13]2)[CH:8]=[CH:7][C:4]=1[C:5]#[N:6].